Task: Predict the reactants needed to synthesize the given product.. Dataset: Full USPTO retrosynthesis dataset with 1.9M reactions from patents (1976-2016) Given the product [NH2:24][C:23]1[C:6]2[C:5](=[N:10][CH:9]=[C:8]([NH:11][S:12]([C:15]3[CH:20]=[C:19]([F:21])[CH:18]=[C:17]([F:22])[CH:16]=3)(=[O:13])=[O:1])[CH:7]=2)[NH:3][N:2]=1, predict the reactants needed to synthesize it. The reactants are: [OH2:1].[NH2:2][NH2:3].Cl[C:5]1[N:10]=[CH:9][C:8]([NH:11][S:12]([C:15]2[CH:20]=[C:19]([F:21])[CH:18]=[C:17]([F:22])[CH:16]=2)(=O)=[O:13])=[CH:7][C:6]=1[C:23]#[N:24].